From a dataset of Reaction yield outcomes from USPTO patents with 853,638 reactions. Predict the reaction yield, written as a fraction of the theoretical maximum amount of product (1.0 means a 100% yield; for example, 0.34 means a 34% yield). (1) The reactants are [N:1]1[CH:6]=[CH:5][CH:4]=[CH:3][C:2]=1[C:7]1[C:11]([C:12](O)=[O:13])=[CH:10][O:9][N:8]=1.FC1C=CC(C2C(C(O)=O)=CON=2)=CC=1. No catalyst specified. The product is [N:1]1[CH:6]=[CH:5][CH:4]=[CH:3][C:2]=1[C:7]1[C:11]([CH2:12][OH:13])=[CH:10][O:9][N:8]=1. The yield is 0.760. (2) The reactants are [N:1]1([CH2:8][CH2:9][O:10][C:11]2[CH:38]=[CH:37][C:14]([C:15]([C:17]3[C:26]4[C:21](=[CH:22][C:23]([O:27][CH3:28])=[CH:24][CH:25]=4)[CH:20]=[CH:19][C:18]=3OS(C(F)(F)F)(=O)=O)=[O:16])=[CH:13][CH:12]=2)[CH2:7][CH2:6][CH2:5][CH2:4][CH2:3][CH2:2]1.[F:39][C:40]1[CH:45]=[C:44]([F:46])[CH:43]=[C:42]([F:47])[C:41]=1B(O)O.P([O-])([O-])([O-])=O.[K+].[K+].[K+].CO. The catalyst is CN(C=O)C.ClCCl.C1C=CC([P]([Pd]([P](C2C=CC=CC=2)(C2C=CC=CC=2)C2C=CC=CC=2)([P](C2C=CC=CC=2)(C2C=CC=CC=2)C2C=CC=CC=2)[P](C2C=CC=CC=2)(C2C=CC=CC=2)C2C=CC=CC=2)(C2C=CC=CC=2)C2C=CC=CC=2)=CC=1. The product is [N:1]1([CH2:8][CH2:9][O:10][C:11]2[CH:38]=[CH:37][C:14]([C:15]([C:17]3[C:26]4[C:21](=[CH:22][C:23]([O:27][CH3:28])=[CH:24][CH:25]=4)[CH:20]=[CH:19][C:18]=3[C:41]3[C:40]([F:39])=[CH:45][C:44]([F:46])=[CH:43][C:42]=3[F:47])=[O:16])=[CH:13][CH:12]=2)[CH2:2][CH2:3][CH2:4][CH2:5][CH2:6][CH2:7]1. The yield is 0.350. (3) The reactants are [CH:1]1([C:4]2[C:13]3[C:8](=[CH:9][CH:10]=[CH:11][CH:12]=3)[C:7]([N+:14]([O-])=O)=[CH:6][CH:5]=2)[CH2:3][CH2:2]1. The catalyst is C(O)C.[Pd]. The product is [NH2:14][C:7]1[C:8]2[C:13](=[CH:12][CH:11]=[CH:10][CH:9]=2)[C:4]([CH:1]2[CH2:3][CH2:2]2)=[CH:5][CH:6]=1. The yield is 0.730. (4) The reactants are O[C:2]1[C:7]([C:8]([OH:10])=O)=[CH:6][N:5]=[C:4]2[N:11]([C:15]3[CH:20]=[CH:19][CH:18]=[CH:17][N:16]=3)[N:12]=[C:13]([CH3:14])[C:3]=12.P(Cl)(Cl)([Cl:23])=O.[CH3:26][NH:27][C:28]1[CH:33]=[CH:32][CH:31]=[CH:30][CH:29]=1.C(N(CC)CC)C. The catalyst is O1CCCC1. The product is [Cl:23][C:2]1[C:7]([C:8]([N:27]([CH3:26])[C:28]2[CH:33]=[CH:32][CH:31]=[CH:30][CH:29]=2)=[O:10])=[CH:6][N:5]=[C:4]2[N:11]([C:15]3[CH:20]=[CH:19][CH:18]=[CH:17][N:16]=3)[N:12]=[C:13]([CH3:14])[C:3]=12. The yield is 0.760. (5) The yield is 0.650. The reactants are [CH3:1][NH:2][CH2:3][CH3:4].F[C:6]1[CH:11]=[C:10]([C:12]([N:14]2[CH2:19][CH2:18][CH2:17][CH:16]([C:20]3[CH:25]=[CH:24][C:23]([CH3:26])=[CH:22][CH:21]=3)[CH2:15]2)=[O:13])[CH:9]=[CH:8][N:7]=1. The catalyst is C1COCC1. The product is [CH2:3]([N:2]([CH3:1])[C:6]1[CH:11]=[C:10]([C:12]([N:14]2[CH2:19][CH2:18][CH2:17][CH:16]([C:20]3[CH:25]=[CH:24][C:23]([CH3:26])=[CH:22][CH:21]=3)[CH2:15]2)=[O:13])[CH:9]=[CH:8][N:7]=1)[CH3:4]. (6) The reactants are [Cl:1][C:2]1[S:3][C:4]([Cl:21])=[CH:5][C:6]=1[S:7]([NH:10][C:11]1[CH:19]=[CH:18][C:14]([C:15]([OH:17])=[O:16])=[C:13]([OH:20])[CH:12]=1)(=[O:9])=[O:8].N1C=CC=CC=1.C(N1C=CN=C1)(N1C=CN=C1)=O.[CH2:40]([OH:46])[CH2:41][O:42][CH2:43][CH2:44]O.C(O)(C(F)(F)F)=O. The catalyst is CC#N.O.CO. The product is [Cl:1][C:2]1[S:3][C:4]([Cl:21])=[CH:5][C:6]=1[S:7]([NH:10][C:11]1[CH:19]=[CH:18][C:14]([C:15]([O:17][CH2:44][CH2:43][O:42][CH2:41][CH2:40][OH:46])=[O:16])=[C:13]([OH:20])[CH:12]=1)(=[O:9])=[O:8]. The yield is 0.250. (7) The reactants are [BH4-].[Na+].[CH3:3][O:4][C:5]([C:7]1([C:10]2[CH:11]=[C:12]3[C:17](=[CH:18][CH:19]=2)[O:16][CH2:15][CH2:14][C:13]3=O)[CH2:9][CH2:8]1)=[O:6]. The catalyst is FC(F)(F)C(O)=O. The product is [CH3:3][O:4][C:5]([C:7]1([C:10]2[CH:11]=[C:12]3[C:17](=[CH:18][CH:19]=2)[O:16][CH2:15][CH2:14][CH2:13]3)[CH2:8][CH2:9]1)=[O:6]. The yield is 0.920.